Binary Classification. Given a miRNA mature sequence and a target amino acid sequence, predict their likelihood of interaction. From a dataset of Experimentally validated miRNA-target interactions with 360,000+ pairs, plus equal number of negative samples. (1) The miRNA is rno-miR-92b-3p with sequence UAUUGCACUCGUCCCGGCCUCC. The protein sequence of the target gene is MELSQLLNEIRANYEQLLTRNQIETVLSTRIQLEEDITKKMDKDGEALKAAQAELKEARRQCHHLQVEIESLHAVERGLENSLQASEQHYQMQLQDLESVIGRLERELQEVRRGIERQLREHEMLLNTKMRLEQEIATYRRLLEQEEIRYYGCIQGEKKEEKPTKSKVGFLLPSAIINEISFSTKVSQKYENENMETVTKQAVVNRDVKESAEAHGTIQTEKVDEVIKEWEGSFFKDNPRLRKKSVSLRFDLHLAATDEGCLESRQDNLPDIEVRLIMRRSCSIPSIKPPPGTN. Result: 0 (no interaction). (2) The miRNA is hsa-miR-1914-3p with sequence GGAGGGGUCCCGCACUGGGAGG. The protein sequence of the target gene is MSRVAKYRRQVSEDPDIDSLLETLSPEEMEELEKELDVVDPDGSVPVGLRQRNQTEKQSTGVYNREAMLNFCEKETKKLMQREMSMDESKQVETKTDAKNGEERGRDASKKALGPRRDSDLGKEPKRGGLKKSFSRDRDEAGGKSGEKPKEEKIIRGIDKGRVRAAVDKKEAGKDGRGEERAVATKKEEEKKGSDRNTGLSRDKDKKREEMKEVAKKEDDEKVKGERRNTDTRKEGEKMKRAGGNTDMKKEDEKVKRGTGNTDTKKDDEKVKKNEPLHEKEAKDDSKTKTPEKQTPSGPT.... Result: 0 (no interaction). (3) Result: 0 (no interaction). The miRNA is mmu-miR-743b-5p with sequence UGUUCAGACUGGUGUCCAUCA. The protein sequence of the target gene is MTTVHTFSILLFFCSLFSASLIIAKVQHHDFVIQETPVKRLCKTRNAITVNGMFPGPTLEVNNGDTLEVKVHNRARYNITIHWHGVRQIRTGWADGPEFVTQCPIRPGKSYTYRFTIQGQEGTLWWHAHSSWLRATVYGALIIHPTPGSSFPFPKPDRQTALMLGEWWNANPVDVINQATRTGAAPNISDAYTINGQPGDLYNCSTKETVVVPINSGETSLLRVINAALNQPLFFTVANHKLTVVGADASYLKPFTTKVLMLGPGQTTDVLLTADQPPKRYYIAARAYQSAQNAPFDNTT.... (4) The miRNA is mmu-miR-511-3p with sequence AAUGUGUAGCAAAAGACAGGAU. The protein sequence of the target gene is MAEITNIRPSFDVSPVVAGLIGASVLVVCVSVTVFVWSCCHQQAEKKQKNPPYKFIHMLKGISIYPETLSNKKKIIKVRRDKDGPGREGGRRNLLVDAAEAGLLSRDKDPRGPSSGSCIDQLPIKMDYGEELRSPITSLTPGESKTTSPSSPEEDVMLGSLTFSVDYNFPKKALVVTIQEAHGLPVMDDQTQGSDPYIKMTILPDKRHRVKTRVLRKTLDPVFDETFTFYGIPYSQLQDLVLHFLVLSFDRFSRDDVIGEVMVPLAGVDPSTGKVQLTRDIIKRNIQKCISRGELQVSLS.... Result: 0 (no interaction). (5) The miRNA is hsa-miR-6882-5p with sequence UACAAGUCAGGAGCUGAAGCAG. The protein sequence of the target gene is MIQNSRPSLLQPQDVGDTVETLMLHPVIKAFLCGSISGTCSTLLFQPLDLLKTRLQTLQPSDHGSRRVGMLAVLLKVVRTESLLGLWKGMSPSIVRCVPGVGIYFGTLYSLKQYFLRGHPPTALESVMLGVGSRSVAGVCMSPITVIKTRYESGKYGYESIYAALRSIYHSEGHRGLFSGLTATLLRDAPFSGIYLMFYNQTKNIVPHDQVDATLIPITNFSCGIFAGILASLVTQPADVIKTHMQLYPLKFQWIGQAVTLIFKDYGLRGFFQGGIPRALRRTLMAAMAWTVYEEMMAKM.... Result: 0 (no interaction). (6) The miRNA is mmu-miR-466i-5p with sequence UGUGUGUGUGUGUGUGUGUG. The protein sequence of the target gene is MADLEAVLADVSYLMAMEKSKTAPAARASKKVVLPEPSIRSVMQRYLAERNEITFDKIFNQKIGFLLFKDFCLNEIGEAVPQVKFYEEIKEYEKLDNEEDRLRRSRQMYDAYIMRELLSSTHQFSKQAVEHVQSHLSKKQVTATLFQPYIEEICESLRGDIFQKFMESDKFTRFCQWKNVELNIHLSMNDFSVHRIIGRGGFGEVYGCRKADTGKMYAMKCLDKKRVKMKQGETLALNERIMLSLVSTGDCPFIVCMTYAFHTPDKLCFILDLMNGGDMHYHLSQHGVFSEKEMRFYASE.... Result: 1 (interaction).